From a dataset of Full USPTO retrosynthesis dataset with 1.9M reactions from patents (1976-2016). Predict the reactants needed to synthesize the given product. (1) Given the product [CH3:1][O:2][C:3](=[O:14])[C:4]1[CH:9]=[C:8]([CH:10]=[O:11])[CH:7]=[C:6]([Br:12])[C:5]=1[O:13][CH2:27][C:26]1[CH:29]=[CH:30][CH:31]=[C:24]([N+:21]([O-:23])=[O:22])[CH:25]=1, predict the reactants needed to synthesize it. The reactants are: [CH3:1][O:2][C:3](=[O:14])[C:4]1[CH:9]=[C:8]([CH:10]=[O:11])[CH:7]=[C:6]([Br:12])[C:5]=1[OH:13].C(=O)([O-])[O-].[K+].[K+].[N+:21]([C:24]1[CH:25]=[C:26]([CH:29]=[CH:30][CH:31]=1)[CH2:27]Br)([O-:23])=[O:22]. (2) Given the product [CH:15]1[CH:16]=[CH:17][C:12]([C@@H:18]2[N:19]([C:28]([O:9][C@@H:3]3[CH:4]4[CH2:7][CH2:8][N:1]([CH2:6][CH2:5]4)[CH2:2]3)=[O:29])[CH2:20][CH2:21][C:22]3[CH:23]=[CH:24][CH:25]=[CH:26][C:27]2=3)=[CH:13][CH:14]=1, predict the reactants needed to synthesize it. The reactants are: [N:1]12[CH2:8][CH2:7][CH:4]([CH2:5][CH2:6]1)[C@@H:3]([OH:9])[CH2:2]2.[H-].[Na+].[C:12]1([C@H:18]2[C:27]3[C:22](=[CH:23][CH:24]=[CH:25][CH:26]=3)[CH2:21][CH2:20][N:19]2[C:28](OCC)=[O:29])[CH:17]=[CH:16][CH:15]=[CH:14][CH:13]=1.